Dataset: Forward reaction prediction with 1.9M reactions from USPTO patents (1976-2016). Task: Predict the product of the given reaction. (1) Given the reactants [CH2:1]([N:3]1[CH2:8][C:7]([CH3:10])([CH3:9])[O:6][C:5](=[O:11])[CH:4]1[CH2:12][C:13]([OH:15])=O)[CH3:2].C(N(C(C)C)CC)(C)C.CN(C(O[N:33]1N=N[C:35]2[CH:36]=[CH:37][CH:38]=[N:39][C:34]1=2)=[N+](C)C)C.F[P-](F)(F)(F)(F)F.NC1C=CC=CN=1, predict the reaction product. The product is: [CH2:1]([N:3]1[CH2:8][C:7]([CH3:9])([CH3:10])[O:6][C:5](=[O:11])[CH:4]1[CH2:12][C:13]([NH:33][C:34]1[CH:35]=[CH:36][CH:37]=[CH:38][N:39]=1)=[O:15])[CH3:2]. (2) The product is: [CH3:1][C:2]1[CH:25]=[CH:24][C:23]([CH3:26])=[CH:22][C:3]=1[O:4][C:5]1[CH:14]=[C:13]2[C:8]([CH:9]=[C:10]([C:19]([O-:21])=[O:20])[C@H:11]([C:15]([F:17])([F:18])[F:16])[O:12]2)=[CH:7][CH:6]=1.[Na+:28]. Given the reactants [CH3:1][C:2]1[CH:25]=[CH:24][C:23]([CH3:26])=[CH:22][C:3]=1[O:4][C:5]1[CH:14]=[C:13]2[C:8]([CH:9]=[C:10]([C:19]([OH:21])=[O:20])[C@H:11]([C:15]([F:18])([F:17])[F:16])[O:12]2)=[CH:7][CH:6]=1.[OH-].[Na+:28], predict the reaction product. (3) Given the reactants S([O:8][S:9]([C:12]([F:15])([F:14])[F:13])(=[O:11])=[O:10])(C(F)(F)F)(=O)=O.[OH:16][CH2:17][CH2:18][N:19]([CH2:32][CH2:33]O)[S:20]([C:23]1[CH:28]=[CH:27][CH:26]=[CH:25][C:24]=1[N+:29]([O-:31])=[O:30])(=[O:22])=[O:21].N1C(C)=CC(C)=CC=1C, predict the reaction product. The product is: [F:13][C:12]([F:15])([F:14])[S:9]([O:16][CH2:17][CH2:18][N:19]([CH2:32][CH2:33][O:8][S:9]([C:12]([F:13])([F:14])[F:15])(=[O:10])=[O:11])[S:20]([C:23]1[CH:28]=[CH:27][CH:26]=[CH:25][C:24]=1[N+:29]([O-:31])=[O:30])(=[O:22])=[O:21])(=[O:10])=[O:8].